This data is from Forward reaction prediction with 1.9M reactions from USPTO patents (1976-2016). The task is: Predict the product of the given reaction. Given the reactants [F:1][C:2]1[CH:7]=[CH:6][C:5]([NH:8][C:9]2[N:14]=[C:13]([CH2:15]O)[CH:12]=[C:11]([CH3:17])[N:10]=2)=[CH:4][CH:3]=1.S(Cl)([Cl:20])=O, predict the reaction product. The product is: [Cl:20][CH2:15][C:13]1[CH:12]=[C:11]([CH3:17])[N:10]=[C:9]([NH:8][C:5]2[CH:6]=[CH:7][C:2]([F:1])=[CH:3][CH:4]=2)[N:14]=1.